Dataset: Full USPTO retrosynthesis dataset with 1.9M reactions from patents (1976-2016). Task: Predict the reactants needed to synthesize the given product. (1) The reactants are: [Cl:1][C:2]1[C:3]([F:44])=[C:4]([C@@H:8]2[C@:12]([C:15]3[CH:20]=[CH:19][C:18]([Cl:21])=[CH:17][C:16]=3[F:22])([C:13]#[N:14])[C@H:11]([CH2:23][C:24]([CH3:27])([CH3:26])[CH3:25])[NH:10][C@H:9]2[C:28]([NH:30][C:31]2[CH:32]=[CH:33][C:34]3[O:38][C:37]([C:39]([O:41]C)=[O:40])=[CH:36][C:35]=3[CH:43]=2)=[O:29])[CH:5]=[CH:6][CH:7]=1.O.[OH-].[Li+].Cl. Given the product [Cl:1][C:2]1[C:3]([F:44])=[C:4]([C@@H:8]2[C@:12]([C:15]3[CH:20]=[CH:19][C:18]([Cl:21])=[CH:17][C:16]=3[F:22])([C:13]#[N:14])[C@H:11]([CH2:23][C:24]([CH3:26])([CH3:27])[CH3:25])[NH:10][C@H:9]2[C:28]([NH:30][C:31]2[CH:32]=[CH:33][C:34]3[O:38][C:37]([C:39]([OH:41])=[O:40])=[CH:36][C:35]=3[CH:43]=2)=[O:29])[CH:5]=[CH:6][CH:7]=1, predict the reactants needed to synthesize it. (2) Given the product [NH2:22][C:10]1[CH:11]=[C:12]([CH:15]2[CH2:16][CH2:17][N:18]([CH3:21])[CH2:19][CH2:20]2)[CH:13]=[CH:14][C:9]=1[C:7]([O:6][C:2]([CH3:3])([CH3:4])[CH3:5])=[O:8], predict the reactants needed to synthesize it. The reactants are: [I-].[C:2]([O:6][C:7]([C:9]1[CH:14]=[CH:13][C:12]([C:15]2[CH:20]=[CH:19][N+:18]([CH3:21])=[CH:17][CH:16]=2)=[CH:11][C:10]=1[N+:22]([O-])=O)=[O:8])([CH3:5])([CH3:4])[CH3:3].[H][H]. (3) Given the product [CH3:38][N:30]([C@@H:25]1[C@H:26]([CH3:29])[CH2:27][CH2:28][NH:23][CH2:24]1)[C:31](=[O:37])[O:32][C:33]([CH3:36])([CH3:34])[CH3:35], predict the reactants needed to synthesize it. The reactants are: CC(OC(OC(OC(C)(C)C)=O)=O)(C)C.C([N:23]1[CH2:28][CH2:27][C@@H:26]([CH3:29])[C@@H:25]([N:30]([CH3:38])[C:31](=[O:37])[O:32][C:33]([CH3:36])([CH3:35])[CH3:34])[CH2:24]1)C1C=CC=CC=1.C(OC(N(C)[C@@H]1[C@H](C)CCN(C(OC(C)(C)C)=O)C1)=O)(C)(C)C. (4) Given the product [CH2:1]([O:8][C:9]([NH:11][C@@H:12]([CH2:15][NH:16][S:17]([C:20]1[CH:21]=[CH:22][C:23]([O:26][C:27]2[CH:28]=[CH:29][CH:30]=[CH:31][CH:32]=2)=[CH:24][CH:25]=1)(=[O:19])=[O:18])[CH2:13][N:52]=[N+:53]=[N-:54])=[O:10])[C:2]1[CH:7]=[CH:6][CH:5]=[CH:4][CH:3]=1, predict the reactants needed to synthesize it. The reactants are: [CH2:1]([O:8][C:9]([NH:11][C@@H:12]([CH2:15][NH:16][S:17]([C:20]1[CH:25]=[CH:24][C:23]([O:26][C:27]2[CH:32]=[CH:31][CH:30]=[CH:29][CH:28]=2)=[CH:22][CH:21]=1)(=[O:19])=[O:18])[CH2:13]O)=[O:10])[C:2]1[CH:7]=[CH:6][CH:5]=[CH:4][CH:3]=1.C1C=CC(P(C2C=CC=CC=2)C2C=CC=CC=2)=CC=1.[NH:52]=[N+:53]=[N-:54].CCOC(/N=N/C(OCC)=O)=O. (5) Given the product [BrH:17].[BrH:19].[Br:17][C:15]1[CH:16]=[C:11]([NH2:10])[CH:12]=[N:13][CH:14]=1, predict the reactants needed to synthesize it. The reactants are: C(OC(=O)[NH:10][C:11]1[CH:12]=[N:13][CH:14]=[C:15]([Br:17])[CH:16]=1)C1C=CC=CC=1.[BrH:19]. (6) Given the product [F:31][C:2]1([F:1])[CH2:3][CH2:4][N:5]([CH2:8][CH2:9][CH2:10][CH2:11][C:12]2[CH:21]=[C:20]3[C:15]([CH:16]([C:23]4[CH:24]=[CH:25][C:26]([O:29][CH3:30])=[CH:27][CH:28]=4)[CH2:17][N:18]([CH3:22])[CH2:19]3)=[CH:14][CH:13]=2)[CH2:6][CH2:7]1, predict the reactants needed to synthesize it. The reactants are: [F:1][C:2]1([F:31])[CH2:7][CH2:6][N:5]([CH2:8][CH2:9][C:10]#[C:11][C:12]2[CH:21]=[C:20]3[C:15]([CH:16]([C:23]4[CH:28]=[CH:27][C:26]([O:29][CH3:30])=[CH:25][CH:24]=4)[CH2:17][N:18]([CH3:22])[CH2:19]3)=[CH:14][CH:13]=2)[CH2:4][CH2:3]1.N#N.